The task is: Predict the reaction yield, written as a fraction of the theoretical maximum amount of product (1.0 means a 100% yield; for example, 0.34 means a 34% yield).. This data is from Reaction yield outcomes from USPTO patents with 853,638 reactions. (1) The reactants are [CH:1](NC(C)C)(C)C.C([Li])CCC.C[Si](C=[N+]=[N-])(C)C.[NH2:20][C:21]1[C:26]([CH:27]=O)=[CH:25][CH:24]=[C:23]([CH3:29])[N:22]=1.C(O)(=O)C. The catalyst is O.O1CCCC1. The product is [C:27]([C:26]1[C:21]([NH2:20])=[N:22][C:23]([CH3:29])=[CH:24][CH:25]=1)#[CH:1]. The yield is 0.760. (2) The product is [F:2][C:3]([F:9])([F:8])[CH2:4][C:5]([CH3:10])([OH:7])[CH3:6]. The yield is 0.890. The reactants are [Br-].[F:2][C:3]([F:9])([F:8])[CH2:4][C:5](=[O:7])[CH3:6].[CH2:10](OCC)C. No catalyst specified. (3) The reactants are [Cl:1][C:2]1[C:3]([F:28])=[C:4]([CH:8]2[C:12]([C:15]3[CH:20]=[CH:19][C:18]([Cl:21])=[CH:17][C:16]=3[F:22])([C:13]#[N:14])[CH:11]([CH2:23][C:24]([CH3:27])([CH3:26])[CH3:25])[CH2:10][NH:9]2)[CH:5]=[CH:6][CH:7]=1.[CH3:29][O:30][C:31](=[O:49])[C:32]1[CH:37]=[CH:36][C:35]([CH2:38][NH:39][C:40](N2C=CN=C2)=[O:41])=[CH:34][C:33]=1[O:47][CH3:48]. The catalyst is C(Cl)Cl. The product is [CH3:29][O:30][C:31](=[O:49])[C:32]1[CH:37]=[CH:36][C:35]([CH2:38][NH:39][C:40]([N:9]2[CH2:10][C@@H:11]([CH2:23][C:24]([CH3:25])([CH3:27])[CH3:26])[C@@:12]([C:15]3[CH:20]=[CH:19][C:18]([Cl:21])=[CH:17][C:16]=3[F:22])([C:13]#[N:14])[C@H:8]2[C:4]2[CH:5]=[CH:6][CH:7]=[C:2]([Cl:1])[C:3]=2[F:28])=[O:41])=[CH:34][C:33]=1[O:47][CH3:48]. The yield is 0.828.